This data is from Forward reaction prediction with 1.9M reactions from USPTO patents (1976-2016). The task is: Predict the product of the given reaction. (1) Given the reactants [CH:1]1([NH:5][C:6](=[O:29])[NH:7][C:8]2[CH:28]=[CH:27][C:11]([C:12]([N:14]3[CH2:19][CH2:18][N:17](C(OC(C)(C)C)=O)[CH2:16][CH2:15]3)=[O:13])=[CH:10][CH:9]=2)[CH2:4][CH2:3][CH2:2]1.FC(F)(F)C(O)=O.C(=O)([O-])O.[Na+], predict the reaction product. The product is: [CH:1]1([NH:5][C:6]([NH:7][C:8]2[CH:9]=[CH:10][C:11]([C:12]([N:14]3[CH2:15][CH2:16][NH:17][CH2:18][CH2:19]3)=[O:13])=[CH:27][CH:28]=2)=[O:29])[CH2:4][CH2:3][CH2:2]1. (2) Given the reactants [OH:1][C:2]1[C:11]([CH3:12])=[C:10]([OH:13])[CH:9]=[CH:8][C:3]=1[C:4]([O:6][CH3:7])=[O:5].C(=O)([O-])[O-].[K+].[K+].[CH3:20][O:21][CH2:22]Cl, predict the reaction product. The product is: [OH:1][C:2]1[C:11]([CH3:12])=[C:10]([O:13][CH2:20][O:21][CH3:22])[CH:9]=[CH:8][C:3]=1[C:4]([O:6][CH3:7])=[O:5]. (3) The product is: [Cl:1][C:2]1[C:3]2[C:7]([CH:8]=[CH:9][C:10]=1[F:11])=[N:6][N:5]1[C:21]([CH:23]3[CH2:28][CH2:27][N:26]([C:29]([O:31][C:32]([CH3:35])([CH3:34])[CH3:33])=[O:30])[CH2:25][CH2:24]3)=[CH:17][C:16](=[O:15])[NH:12][C:4]=21. Given the reactants [Cl:1][C:2]1[C:10]([F:11])=[CH:9][CH:8]=[C:7]2[C:3]=1[C:4]([NH2:12])=[N:5][NH:6]2.CC1(C)OC(=O)[CH:17]([C:21]([CH:23]2[CH2:28][CH2:27][N:26]([C:29]([O:31][C:32]([CH3:35])([CH3:34])[CH3:33])=[O:30])[CH2:25][CH2:24]2)=O)[C:16](=O)[O:15]1.P([O-])([O-])([O-])=O.[K+].[K+].[K+], predict the reaction product. (4) Given the reactants [CH2:1]([NH:4][C:5](=[O:11])[O:6][C:7]([CH3:10])([CH3:9])[CH3:8])[C:2]#[CH:3].[H-].[Na+].[CH2:14](I)[CH3:15], predict the reaction product. The product is: [CH2:14]([N:4]([CH2:1][C:2]#[CH:3])[C:5](=[O:11])[O:6][C:7]([CH3:8])([CH3:10])[CH3:9])[CH3:15]. (5) Given the reactants [C:1]1([C:7](=[N:14][CH2:15][C:16]([O:18][CH2:19][CH3:20])=[O:17])[C:8]2[CH:13]=[CH:12][CH:11]=[CH:10][CH:9]=2)[CH:6]=[CH:5][CH:4]=[CH:3][CH:2]=1.Br[C:22]1[CH:27]=[CH:26][C:25]([C:28]([F:31])([F:30])[F:29])=[C:24]([F:32])[CH:23]=1.P([O-])([O-])([O-])=O.[K+].[K+].[K+].O, predict the reaction product. The product is: [C:1]1([C:7](=[N:14][CH:15]([C:22]2[CH:27]=[CH:26][C:25]([C:28]([F:30])([F:31])[F:29])=[C:24]([F:32])[CH:23]=2)[C:16]([O:18][CH2:19][CH3:20])=[O:17])[C:8]2[CH:9]=[CH:10][CH:11]=[CH:12][CH:13]=2)[CH:2]=[CH:3][CH:4]=[CH:5][CH:6]=1. (6) Given the reactants [CH3:1][O:2][C:3]([C:5]1[N:6]([C:16]2[CH:21]=[C:20](Cl)[CH:19]=[CH:18][C:17]=2[N+:23]([O-:25])=[O:24])[CH:7]=[C:8]([C:10]2[CH:15]=[CH:14][CH:13]=[CH:12][CH:11]=2)[CH:9]=1)=[O:4].[CH3:26][N:27]1[CH2:32][CH2:31][NH:30][CH2:29][CH2:28]1.CCN(C(C)C)C(C)C, predict the reaction product. The product is: [CH3:1][O:2][C:3]([C:5]1[N:6]([C:16]2[CH:21]=[C:20]([N:30]3[CH2:31][CH2:32][N:27]([CH3:26])[CH2:28][CH2:29]3)[CH:19]=[CH:18][C:17]=2[N+:23]([O-:25])=[O:24])[CH:7]=[C:8]([C:10]2[CH:15]=[CH:14][CH:13]=[CH:12][CH:11]=2)[CH:9]=1)=[O:4].